Dataset: Full USPTO retrosynthesis dataset with 1.9M reactions from patents (1976-2016). Task: Predict the reactants needed to synthesize the given product. (1) Given the product [CH2:1]([O:3][C:4]1[N:8]([C:9]2[C:10]([CH3:31])=[C:11]([CH:28]=[CH:29][CH:30]=2)[CH2:12][NH:13][C:14]2[CH:27]=[CH:26][C:17]3[C@H:18]([CH2:21][C:22]([OH:24])=[O:23])[CH2:19][O:20][C:16]=3[CH:15]=2)[C:7]2[CH:32]=[CH:33][CH:34]=[CH:35][C:6]=2[N:5]=1)[CH3:2], predict the reactants needed to synthesize it. The reactants are: [CH2:1]([O:3][C:4]1[N:8]([C:9]2[C:10]([CH3:31])=[C:11]([CH:28]=[CH:29][CH:30]=2)[CH2:12][NH:13][C:14]2[CH:27]=[CH:26][C:17]3[C@H:18]([CH2:21][C:22]([O:24]C)=[O:23])[CH2:19][O:20][C:16]=3[CH:15]=2)[C:7]2[CH:32]=[CH:33][CH:34]=[CH:35][C:6]=2[N:5]=1)[CH3:2].[OH-].[Na+].O. (2) Given the product [CH2:88]([C@:63]1([OH:87])[CH2:62][NH:61][CH2:65][C@H:64]1[CH2:66][N:67]([CH:84]([CH3:85])[CH3:86])[C:68](=[O:83])[C:69]1[CH:74]=[CH:73][C:72]([O:75][CH3:76])=[C:71]([O:77][CH2:78][CH2:79][CH2:80][O:81][CH3:82])[CH:70]=1)[C:89]1[CH:94]=[CH:93][CH:92]=[CH:91][CH:90]=1, predict the reactants needed to synthesize it. The reactants are: C([Mg]Cl)C1C=CC=CC=1.CCOCC.C(OC(N1CC(=O)C(CN(C(C)C)C(=O)C2C=CC(OC)=C(OCCCOC)C=2)C1)=O)(C)(C)C.C([O-])(O)=O.[Na+].C(OC([N:61]1[CH2:65][CH:64]([CH2:66][N:67]([CH:84]([CH3:86])[CH3:85])[C:68](=[O:83])[C:69]2[CH:74]=[CH:73][C:72]([O:75][CH3:76])=[C:71]([O:77][CH2:78][CH2:79][CH2:80][O:81][CH3:82])[CH:70]=2)[C:63]([CH2:88][C:89]2[CH:94]=[CH:93][CH:92]=[CH:91][CH:90]=2)([OH:87])[CH2:62]1)=O)(C)(C)C.Cl.O1CCOCC1. (3) The reactants are: [F:1][C:2]([F:24])([F:23])[C:3]1[CH:4]=[C:5]([C:13]2[N:17]=[CH:16][N:15](/[CH:18]=[CH:19]\[C:20](O)=[O:21])[N:14]=2)[CH:6]=[C:7]([C:9]([F:12])([F:11])[F:10])[CH:8]=1.Cl.[F:26][C:27]([F:34])([F:33])[C:28]1([OH:32])[CH2:31][NH:30][CH2:29]1.C(P1(=O)OP(CCC)(=O)OP(CCC)(=O)O1)CC.CCN(C(C)C)C(C)C. Given the product [F:24][C:2]([F:1])([F:23])[C:3]1[CH:4]=[C:5]([C:13]2[N:17]=[CH:16][N:15](/[CH:18]=[CH:19]\[C:20]([N:30]3[CH2:31][C:28]([OH:32])([C:27]([F:34])([F:33])[F:26])[CH2:29]3)=[O:21])[N:14]=2)[CH:6]=[C:7]([C:9]([F:10])([F:11])[F:12])[CH:8]=1, predict the reactants needed to synthesize it. (4) Given the product [CH3:1][O:2][C:3]1[CH:8]=[CH:7][CH:6]=[CH:5][C:4]=1[C:9]1[CH:10]=[CH:11][C:12]([C:15]([N:17]2[C:23]3[CH:24]=[CH:25][CH:26]=[CH:27][C:22]=3[CH2:21][N:20]3[C:28]([C:40](=[O:41])[CH2:39][CH2:38][C:34]4[CH:33]=[N:32][CH:37]=[CH:36][CH:35]=4)=[CH:29][CH:30]=[C:19]3[CH2:18]2)=[O:16])=[CH:13][CH:14]=1, predict the reactants needed to synthesize it. The reactants are: [CH3:1][O:2][C:3]1[CH:8]=[CH:7][CH:6]=[CH:5][C:4]=1[C:9]1[CH:14]=[CH:13][C:12]([C:15]([N:17]2[C:23]3[CH:24]=[CH:25][CH:26]=[CH:27][C:22]=3[CH2:21][N:20]3[CH:28]=[CH:29][CH:30]=[C:19]3[CH2:18]2)=[O:16])=[CH:11][CH:10]=1.Cl.[N:32]1[CH:37]=[CH:36][CH:35]=[C:34]([CH2:38][CH2:39][C:40](Cl)=[O:41])[CH:33]=1.N1C(C)=CC=CC=1C.CN1CCCC1=O.